This data is from Full USPTO retrosynthesis dataset with 1.9M reactions from patents (1976-2016). The task is: Predict the reactants needed to synthesize the given product. (1) The reactants are: [NH2:1][C:2]1[CH:7]=[CH:6][C:5]([C:8](=[O:29])[CH2:9][N:10]2[C:14](=[O:15])[C:13]([C:22]3[CH:27]=[CH:26][CH:25]=[CH:24][CH:23]=3)([C:16]3[CH:21]=[CH:20][CH:19]=[CH:18][CH:17]=3)[NH:12][C:11]2=[O:28])=[CH:4][CH:3]=1.[CH3:30][C:31]1[C:35]([CH2:36][C:37](O)=[O:38])=[C:34]([CH3:40])[O:33][N:32]=1. Given the product [CH3:30][C:31]1[C:35]([CH2:36][C:37]([NH:1][C:2]2[CH:7]=[CH:6][C:5]([C:8](=[O:29])[CH2:9][N:10]3[C:14](=[O:15])[C:13]([C:22]4[CH:23]=[CH:24][CH:25]=[CH:26][CH:27]=4)([C:16]4[CH:21]=[CH:20][CH:19]=[CH:18][CH:17]=4)[NH:12][C:11]3=[O:28])=[CH:4][CH:3]=2)=[O:38])=[C:34]([CH3:40])[O:33][N:32]=1, predict the reactants needed to synthesize it. (2) Given the product [CH2:33]([N:32]([CH2:40][C:41]1[CH:42]=[CH:43][CH:44]=[CH:45][CH:46]=1)[C:28]1[CH:29]=[C:30]([CH3:31])[C:22]([O:21][C:12]2[CH:11]=[CH:10][C:9]([O:8][CH2:1][C:2]3[CH:3]=[CH:4][CH:5]=[CH:6][CH:7]=3)=[C:14]([C:15]([CH3:17])=[CH2:16])[C:13]=2[O:19][CH3:20])=[C:23]2[C:27]=1[CH2:26][CH2:25][CH2:24]2)[C:34]1[CH:39]=[CH:38][CH:37]=[CH:36][CH:35]=1, predict the reactants needed to synthesize it. The reactants are: [CH2:1]([O:8][C:9]1[C:14]([C:15](O)([CH3:17])[CH3:16])=[C:13]([O:19][CH3:20])[C:12]([O:21][C:22]2[C:30]([CH3:31])=[CH:29][C:28]([N:32]([CH2:40][C:41]3[CH:46]=[CH:45][CH:44]=[CH:43][CH:42]=3)[CH2:33][C:34]3[CH:39]=[CH:38][CH:37]=[CH:36][CH:35]=3)=[C:27]3[C:23]=2[CH2:24][CH2:25][CH2:26]3)=[CH:11][CH:10]=1)[C:2]1[CH:7]=[CH:6][CH:5]=[CH:4][CH:3]=1.Cl. (3) Given the product [C:6]([C:5]1[CH:8]=[CH:9][C:2]([I:1])=[C:3]([O:10][CH3:11])[CH:4]=1)#[CH:12], predict the reactants needed to synthesize it. The reactants are: [I:1][C:2]1[CH:9]=[CH:8][C:5]([CH:6]=O)=[CH:4][C:3]=1[O:10][CH3:11].[C:12](=O)([O-])[O-].[K+].[K+].COP(C(=[N+]=[N-])C(=O)C)(=O)OC. (4) Given the product [C:27]1([CH:16]2[CH:15]([CH2:14][NH:13][C:48](=[O:49])[O:50][C@@H:51]([C:53]3[C:38]4[C:39](=[CH:14][CH:15]=[CH:20][CH:19]=4)[CH:31]=[CH:30][CH:29]=3)[CH2:54][C:27]([CH3:32])([CH3:16])[CH3:28])[CH2:20][CH2:19][N:18]([C:21](=[O:26])[C:22]([F:24])([F:25])[F:23])[CH2:17]2)[CH:28]=[CH:29][CH:30]=[CH:31][CH:32]=1, predict the reactants needed to synthesize it. The reactants are: C1([C@H]([NH:13][CH2:14][CH:15]2[CH2:20][CH2:19][N:18]([C:21](=[O:26])[C:22]([F:25])([F:24])[F:23])[CH2:17][CH:16]2[C:27]2[CH:32]=[CH:31][CH:30]=[CH:29][CH:28]=2)C)C2C(=CC=CC=2)C=CC=1.C(N([CH2:38][CH3:39])CC)C.[C:51]([O:50][C:48](O[C:48]([O:50][C:51]([CH3:54])([CH3:53])C)=[O:49])=[O:49])(C)([CH3:54])[CH3:53]. (5) Given the product [CH:1]1([C:4]2[N:9]=[C:8]([C:10]3[C:18]4[C:13](=[CH:14][CH:15]=[C:16]([C:19]5[CH:24]=[N:23][CH:22]=[C:21]([CH:25]6[CH2:27][CH2:26]6)[N:20]=5)[CH:17]=4)[NH:12][CH:11]=3)[CH:7]=[N:6][CH:5]=2)[CH2:3][CH2:2]1, predict the reactants needed to synthesize it. The reactants are: [CH:1]1([C:4]2[N:9]=[C:8]([C:10]3[C:18]4[C:13](=[CH:14][CH:15]=[C:16]([C:19]5[CH:24]=[N:23][CH:22]=[C:21]([CH:25]6[CH2:27][CH2:26]6)[N:20]=5)[CH:17]=4)[N:12](S(C4C=CC(C)=CC=4)(=O)=O)[CH:11]=3)[CH:7]=[N:6][CH:5]=2)[CH2:3][CH2:2]1.[OH-].[Na+].[Na+].[Cl-]. (6) Given the product [CH2:1]([O:3][C:4]1[CH:13]=[C:12]([CH:14]=[O:15])[CH:11]=[C:10]([OH:16])[C:5]=1[C:6]([O:8][CH3:9])=[O:7])[CH3:2], predict the reactants needed to synthesize it. The reactants are: [CH2:1]([O:3][C:4]1[CH:13]=[C:12]([CH:14]=[O:15])[CH:11]=[C:10]([O:16]CC)[C:5]=1[C:6]([O:8][CH3:9])=[O:7])[CH3:2].[Al+3].[Cl-].[Cl-].[Cl-].O.CCOC(C)=O. (7) Given the product [C:11]([O:10][C:8]([N:6]1[CH2:7][C:2]([F:1])([F:19])[CH2:3][CH:4]([C:15]([OH:17])=[O:16])[CH2:5]1)=[O:9])([CH3:14])([CH3:12])[CH3:13], predict the reactants needed to synthesize it. The reactants are: [F:1][C:2]1([F:19])[CH2:7][N:6]([C:8]([O:10][C:11]([CH3:14])([CH3:13])[CH3:12])=[O:9])[CH2:5][CH:4]([C:15]([O:17]C)=[O:16])[CH2:3]1.[OH-].[Na+]. (8) Given the product [CH2:40]([N:47]([CH3:48])[C:49]1[CH:54]=[C:53]([NH:55][C:6]([NH:7][CH2:8][CH2:9][N:10]2[CH2:19][CH2:18][C:17]3[C:12](=[CH:13][C:14]([O:22][CH3:23])=[C:15]([O:20][CH3:21])[CH:16]=3)[CH:11]2[CH2:24][C:25]2[CH:26]=[CH:27][C:28]([F:31])=[CH:29][CH:30]=2)=[O:32])[CH:52]=[CH:51][N:50]=1)[C:41]1[CH:42]=[CH:43][CH:44]=[CH:45][CH:46]=1, predict the reactants needed to synthesize it. The reactants are: C(O[C:6](=[O:32])[NH:7][CH2:8][CH2:9][N:10]1[CH2:19][CH2:18][C:17]2[C:12](=[CH:13][C:14]([O:22][CH3:23])=[C:15]([O:20][CH3:21])[CH:16]=2)[CH:11]1[CH2:24][C:25]1[CH:30]=[CH:29][C:28]([F:31])=[CH:27][CH:26]=1)(C)(C)C.C(O)(C(F)(F)F)=O.[CH2:40]([N:47]([C:49]1[CH:54]=[C:53]([N:55]=C=O)[CH:52]=[CH:51][N:50]=1)[CH3:48])[C:41]1[CH:46]=[CH:45][CH:44]=[CH:43][CH:42]=1. (9) The reactants are: C([O:3][C:4](=[O:30])[CH:5]([C:17]1[CH:22]=[C:21]([O:23][CH2:24][CH3:25])[CH:20]=[C:19]([O:26][CH2:27][CH3:28])[C:18]=1[F:29])[NH:6][C:7]1[CH:12]=[CH:11][C:10]([C:13](=[NH:16])[NH:14][OH:15])=[CH:9][CH:8]=1)C.[OH-].[Na+].Cl. Given the product [CH2:27]([O:26][C:19]1[C:18]([F:29])=[C:17]([CH:5]([NH:6][C:7]2[CH:8]=[CH:9][C:10]([C:13](=[NH:16])[NH:14][OH:15])=[CH:11][CH:12]=2)[C:4]([OH:30])=[O:3])[CH:22]=[C:21]([O:23][CH2:24][CH3:25])[CH:20]=1)[CH3:28], predict the reactants needed to synthesize it. (10) Given the product [Cl:1][C:2]1[CH:7]=[CH:6][C:5]([C:8]([F:9])([F:10])[F:11])=[C:4]2[C:3]=1[NH:12][CH:13]=[C:14]([C:15]([O:17][CH2:18][CH3:19])=[O:16])[C:20]2=[O:21], predict the reactants needed to synthesize it. The reactants are: [Cl:1][C:2]1[CH:7]=[CH:6][C:5]([C:8]([F:11])([F:10])[F:9])=[CH:4][C:3]=1[NH:12][CH:13]=[C:14]([C:20](OCC)=[O:21])[C:15]([O:17][CH2:18][CH3:19])=[O:16].C1C=CC(C2C=CC=CC=2)=CC=1.C1C=CC(OC2C=CC=CC=2)=CC=1.